Dataset: Forward reaction prediction with 1.9M reactions from USPTO patents (1976-2016). Task: Predict the product of the given reaction. (1) The product is: [Cl:3][C:4]1[N:9]=[C:8]([C:10]([OH:12])=[O:11])[C:7]([CH3:14])=[CH:6][CH:5]=1. Given the reactants [OH-].[Na+].[Cl:3][C:4]1[N:9]=[C:8]([C:10]([O:12]C)=[O:11])[C:7]([CH3:14])=[CH:6][CH:5]=1.C(O)(=O)CC(CC(O)=O)(C(O)=O)O, predict the reaction product. (2) Given the reactants [CH3:1][O:2][C:3]([NH:5][C:6]1[CH:11]=[CH:10][C:9]([C:12]2[NH:16][C:15]([C@@H:17]3[CH2:21][C@H:20]([CH:22]4[CH2:27][CH2:26][N:25]([S:28]([CH3:31])(=[O:30])=[O:29])[CH2:24][CH2:23]4)[CH2:19][N:18]3C(OC(C)(C)C)=O)=[N:14][CH:13]=2)=[CH:8][CH:7]=1)=[O:4].[ClH:39], predict the reaction product. The product is: [ClH:39].[CH3:31][S:28]([N:25]1[CH2:24][CH2:23][CH:22]([C@@H:20]2[CH2:19][NH:18][C@H:17]([C:15]3[NH:16][C:12]([C:9]4[CH:8]=[CH:7][C:6]([NH:5][C:3](=[O:4])[O:2][CH3:1])=[CH:11][CH:10]=4)=[CH:13][N:14]=3)[CH2:21]2)[CH2:27][CH2:26]1)(=[O:29])=[O:30]. (3) The product is: [NH2:4][C@H:5]([C:11]([NH:13][C@H:14]([C:18]([OH:20])=[O:19])[CH:15]([CH3:17])[CH3:16])=[O:12])[CH2:6][CH2:7][C:8](=[O:9])[OH:10]. Given the reactants C(O)C.[NH:4](C(OCC1C=CC=CC=1)=O)[C@H:5]([C:11]([NH:13][C@H:14]([C:18]([O:20]CC1C=CC=CC=1)=[O:19])[CH:15]([CH3:17])[CH3:16])=[O:12])[CH2:6][CH2:7][C:8](=[O:10])[OH:9].[H][H], predict the reaction product. (4) Given the reactants [CH3:1][O:2][C:3]1[CH:4]=[C:5]2[C:10](=[CH:11][C:12]=1[O:13][CH3:14])[N:9]=[CH:8][N:7]=[C:6]2[O:15][C:16]1[CH:22]=[CH:21][C:19]([NH2:20])=[CH:18][CH:17]=1.C1(C)C=CC=CC=1.C(N(CC)CC)C.ClC(Cl)(O[C:41](=[O:47])[O:42][C:43](Cl)(Cl)Cl)Cl.[Cl:49][C:50]1[CH:60]=[CH:59][C:53]([O:54][CH2:55][CH2:56]CO)=[CH:52][CH:51]=1, predict the reaction product. The product is: [CH3:1][O:2][C:3]1[CH:4]=[C:5]2[C:10](=[CH:11][C:12]=1[O:13][CH3:14])[N:9]=[CH:8][N:7]=[C:6]2[O:15][C:16]1[CH:22]=[CH:21][C:19]([NH:20][C:41](=[O:47])[O:42][CH2:43][CH2:56][CH2:55][O:54][C:53]2[CH:59]=[CH:60][C:50]([Cl:49])=[CH:51][CH:52]=2)=[CH:18][CH:17]=1.